This data is from TCR-epitope binding with 47,182 pairs between 192 epitopes and 23,139 TCRs. The task is: Binary Classification. Given a T-cell receptor sequence (or CDR3 region) and an epitope sequence, predict whether binding occurs between them. (1) The epitope is PKYVKQNTLKLAT. The TCR CDR3 sequence is CASSVAPSANTGELFF. Result: 1 (the TCR binds to the epitope). (2) The epitope is FQPTNGVGY. The TCR CDR3 sequence is CASNLAGGMSSYNEQFF. Result: 0 (the TCR does not bind to the epitope).